From a dataset of NCI-60 drug combinations with 297,098 pairs across 59 cell lines. Regression. Given two drug SMILES strings and cell line genomic features, predict the synergy score measuring deviation from expected non-interaction effect. (1) Drug 1: C1=CN(C=N1)CC(O)(P(=O)(O)O)P(=O)(O)O. Drug 2: C#CCC(CC1=CN=C2C(=N1)C(=NC(=N2)N)N)C3=CC=C(C=C3)C(=O)NC(CCC(=O)O)C(=O)O. Cell line: SF-539. Synergy scores: CSS=7.39, Synergy_ZIP=-4.06, Synergy_Bliss=-6.57, Synergy_Loewe=1.84, Synergy_HSA=-1.90. (2) Drug 2: CCN(CC)CCNC(=O)C1=C(NC(=C1C)C=C2C3=C(C=CC(=C3)F)NC2=O)C. Drug 1: C1=CC(=CC=C1CC(C(=O)O)N)N(CCCl)CCCl.Cl. Synergy scores: CSS=19.7, Synergy_ZIP=-5.58, Synergy_Bliss=1.03, Synergy_Loewe=-4.35, Synergy_HSA=-0.968. Cell line: NCI-H460. (3) Drug 2: C1C(C(OC1N2C=NC(=NC2=O)N)CO)O. Synergy scores: CSS=13.6, Synergy_ZIP=-1.33, Synergy_Bliss=0.792, Synergy_Loewe=-4.21, Synergy_HSA=1.22. Cell line: TK-10. Drug 1: CC1=C(N=C(N=C1N)C(CC(=O)N)NCC(C(=O)N)N)C(=O)NC(C(C2=CN=CN2)OC3C(C(C(C(O3)CO)O)O)OC4C(C(C(C(O4)CO)O)OC(=O)N)O)C(=O)NC(C)C(C(C)C(=O)NC(C(C)O)C(=O)NCCC5=NC(=CS5)C6=NC(=CS6)C(=O)NCCC[S+](C)C)O. (4) Drug 1: CN(C)N=NC1=C(NC=N1)C(=O)N. Drug 2: CC12CCC3C(C1CCC2OP(=O)(O)O)CCC4=C3C=CC(=C4)OC(=O)N(CCCl)CCCl.[Na+]. Cell line: SNB-75. Synergy scores: CSS=-1.49, Synergy_ZIP=-2.89, Synergy_Bliss=-6.85, Synergy_Loewe=-12.6, Synergy_HSA=-8.49. (5) Drug 1: CC(CN1CC(=O)NC(=O)C1)N2CC(=O)NC(=O)C2. Drug 2: C1=NNC2=C1C(=O)NC=N2. Cell line: NCIH23. Synergy scores: CSS=22.1, Synergy_ZIP=-2.71, Synergy_Bliss=3.88, Synergy_Loewe=4.61, Synergy_HSA=7.11. (6) Cell line: BT-549. Synergy scores: CSS=8.96, Synergy_ZIP=3.24, Synergy_Bliss=6.25, Synergy_Loewe=-4.77, Synergy_HSA=3.12. Drug 2: B(C(CC(C)C)NC(=O)C(CC1=CC=CC=C1)NC(=O)C2=NC=CN=C2)(O)O. Drug 1: C1CCC(C1)C(CC#N)N2C=C(C=N2)C3=C4C=CNC4=NC=N3. (7) Drug 1: COC1=NC(=NC2=C1N=CN2C3C(C(C(O3)CO)O)O)N. Drug 2: CCN(CC)CCCC(C)NC1=C2C=C(C=CC2=NC3=C1C=CC(=C3)Cl)OC. Cell line: CAKI-1. Synergy scores: CSS=7.63, Synergy_ZIP=-2.53, Synergy_Bliss=1.34, Synergy_Loewe=-1.06, Synergy_HSA=0.655. (8) Synergy scores: CSS=38.4, Synergy_ZIP=1.15, Synergy_Bliss=1.19, Synergy_Loewe=-22.5, Synergy_HSA=1.57. Cell line: SF-295. Drug 2: CC1=C(N=C(N=C1N)C(CC(=O)N)NCC(C(=O)N)N)C(=O)NC(C(C2=CN=CN2)OC3C(C(C(C(O3)CO)O)O)OC4C(C(C(C(O4)CO)O)OC(=O)N)O)C(=O)NC(C)C(C(C)C(=O)NC(C(C)O)C(=O)NCCC5=NC(=CS5)C6=NC(=CS6)C(=O)NCCC[S+](C)C)O. Drug 1: CC1=C(C(CCC1)(C)C)C=CC(=CC=CC(=CC(=O)O)C)C.